Dataset: Forward reaction prediction with 1.9M reactions from USPTO patents (1976-2016). Task: Predict the product of the given reaction. (1) Given the reactants [CH:1]([CH:3]1[CH2:7][S:6][C:5]([CH3:9])(C)[N:4]1C(OC(C)(C)C)=O)=[O:2].Cl.[CH2:18]([C:31](O)=O)[CH2:19]P(CCC(O)=O)CCC(O)=O.C(=O)([O-])[O-].[Na+].[Na+].[OH:40][C:41]1[CH:51]=[CH:50][C:44]2[N:45]=C(C#N)[S:47][C:43]=2[CH:42]=1.[CH:52]([OH:55])([CH3:54])[CH3:53], predict the reaction product. The product is: [CH:52]([O:55][CH:1]([O:2][CH:18]([CH3:31])[CH3:19])[CH:3]1[CH2:7][S:6][C:5]([C:9]2[S:47][C:43]3[CH:42]=[C:41]([OH:40])[CH:51]=[CH:50][C:44]=3[N:45]=2)=[N:4]1)([CH3:54])[CH3:53]. (2) Given the reactants [C:1]([N:4]1[CH:8]([C:9]2[CH:14]=[CH:13][C:12]([O:15][CH3:16])=[CH:11][CH:10]=2)[CH2:7][C:6]([C:17]2[CH:22]=[CH:21][C:20]([N:23]([S:27]([C:30]3[CH:35]=[CH:34][C:33]([F:36])=[CH:32][CH:31]=3)(=[O:29])=[O:28])C(=O)C)=[CH:19][CH:18]=2)=[N:5]1)(=[O:3])[CH3:2].[OH-].[NH4+], predict the reaction product. The product is: [C:1]([N:4]1[CH:8]([C:9]2[CH:10]=[CH:11][C:12]([O:15][CH3:16])=[CH:13][CH:14]=2)[CH2:7][C:6]([C:17]2[CH:22]=[CH:21][C:20]([NH:23][S:27]([C:30]3[CH:31]=[CH:32][C:33]([F:36])=[CH:34][CH:35]=3)(=[O:29])=[O:28])=[CH:19][CH:18]=2)=[N:5]1)(=[O:3])[CH3:2].